Dataset: Reaction yield outcomes from USPTO patents with 853,638 reactions. Task: Predict the reaction yield, written as a fraction of the theoretical maximum amount of product (1.0 means a 100% yield; for example, 0.34 means a 34% yield). (1) The reactants are [NH2:1][C:2]1[C:11]2[CH:10]=[CH:9][CH:8]=[C:7](Br)[C:6]=2[N:5]=[C:4]2[CH2:13][N:14]([CH2:17][C:18]3[CH:23]=[C:22]([O:24][CH3:25])[CH:21]=[CH:20][C:19]=3[O:26][CH3:27])[C:15](=[O:16])[C:3]=12.[CH3:28][O:29][C:30]1[C:35](B(O)O)=[CH:34][CH:33]=[CH:32][N:31]=1. No catalyst specified. The product is [NH2:1][C:2]1[C:11]2[CH:10]=[CH:9][CH:8]=[C:7]([C:35]3[C:30]([O:29][CH3:28])=[N:31][CH:32]=[CH:33][CH:34]=3)[C:6]=2[N:5]=[C:4]2[CH2:13][N:14]([CH2:17][C:18]3[CH:23]=[C:22]([O:24][CH3:25])[CH:21]=[CH:20][C:19]=3[O:26][CH3:27])[C:15](=[O:16])[C:3]=12. The yield is 0.740. (2) The reactants are [Br:1][C:2]1[CH:3]=[C:4]([S:9](Cl)(=[O:11])=[O:10])[CH:5]=[CH:6][C:7]=1[F:8].[NH:13]1[CH2:18][CH2:17][O:16][CH2:15][CH2:14]1. The catalyst is O1CCCC1. The product is [Br:1][C:2]1[CH:3]=[C:4]([S:9]([N:13]2[CH2:18][CH2:17][O:16][CH2:15][CH2:14]2)(=[O:11])=[O:10])[CH:5]=[CH:6][C:7]=1[F:8]. The yield is 0.860. (3) The reactants are [N+:1]([C:4]1[CH:32]=[CH:31][C:7]([O:8][CH:9]([CH3:30])[C:10]([O:12][CH2:13][CH2:14][O:15][C:16](=[O:29])[CH:17]([O:19][C:20]2[CH:25]=[CH:24][C:23]([N+:26]([O-])=O)=[CH:22][CH:21]=2)[CH3:18])=[O:11])=[CH:6][CH:5]=1)([O-])=O. The catalyst is CN(C)C=O.[Pd]. The product is [NH2:26][C:23]1[CH:24]=[CH:25][C:20]([O:19][CH:17]([CH3:18])[C:16]([O:15][CH2:14][CH2:13][O:12][C:10](=[O:11])[CH:9]([O:8][C:7]2[CH:6]=[CH:5][C:4]([NH2:1])=[CH:32][CH:31]=2)[CH3:30])=[O:29])=[CH:21][CH:22]=1. The yield is 0.580. (4) The reactants are [N:1]([O-])=O.[Na+].[NH2:5][C:6]1[CH:7]=[C:8]([CH:12]=[CH:13][C:14]=1[NH2:15])[C:9]([OH:11])=[O:10]. The catalyst is CC(O)=O. The product is [NH:15]1[C:14]2[CH:13]=[CH:12][C:8]([C:9]([OH:11])=[O:10])=[CH:7][C:6]=2[N:5]=[N:1]1. The yield is 0.590.